Dataset: SARS-CoV-2 main protease (3CLPro) crystallographic fragment screen with 879 compounds. Task: Binary Classification. Given a drug SMILES string, predict its activity (active/inactive) in a high-throughput screening assay against a specified biological target. The molecule is CCOC(=O)NCc1ccccc1. The result is 0 (inactive).